This data is from Forward reaction prediction with 1.9M reactions from USPTO patents (1976-2016). The task is: Predict the product of the given reaction. (1) Given the reactants [Cl:1][C:2]1[CH:3]=[C:4]2[C:8](=[CH:9][C:10]=1[Cl:11])[NH:7][C:6](/[CH:12]=[CH:13]/[C:14](OCC)=[O:15])=[CH:5]2.CC(C[AlH]CC(C)C)C, predict the reaction product. The product is: [Cl:1][C:2]1[CH:3]=[C:4]2[C:8](=[CH:9][C:10]=1[Cl:11])[NH:7][C:6](/[CH:12]=[CH:13]/[CH2:14][OH:15])=[CH:5]2. (2) Given the reactants Br[C:2]1[CH:7]=[CH:6][C:5]([CH2:8][N:9]2[CH2:14][CH2:13][N:12]([C:15]([O:17][C:18]([CH3:21])([CH3:20])[CH3:19])=[O:16])[CH2:11][CH2:10]2)=[C:4]([O:22][C:23]([F:26])([F:25])[F:24])[CH:3]=1.[NH:27]1[CH2:31][CH2:30][CH2:29][CH2:28]1.C(O[Na])(C)(C)C.C1C=CC(P(C2C(C3C(P(C4C=CC=CC=4)C4C=CC=CC=4)=CC=C4C=3C=CC=C4)=C3C(C=CC=C3)=CC=2)C2C=CC=CC=2)=CC=1, predict the reaction product. The product is: [N:27]1([C:2]2[CH:7]=[CH:6][C:5]([CH2:8][N:9]3[CH2:14][CH2:13][N:12]([C:15]([O:17][C:18]([CH3:21])([CH3:20])[CH3:19])=[O:16])[CH2:11][CH2:10]3)=[C:4]([O:22][C:23]([F:26])([F:25])[F:24])[CH:3]=2)[CH2:31][CH2:30][CH2:29][CH2:28]1. (3) Given the reactants [F:1][C:2]1[C:10]([O:11][CH3:12])=[CH:9][CH:8]=[CH:7][C:3]=1C(O)=O.C([N:15](CC)CC)C.C1(P(N=[N+]=[N-])(C2C=CC=CC=2)=O)C=CC=CC=1.CC(O)(C)C, predict the reaction product. The product is: [F:1][C:2]1[C:10]([O:11][CH3:12])=[CH:9][CH:8]=[CH:7][C:3]=1[NH2:15]. (4) Given the reactants [CH:1]1[CH:14]=[C:13]2[C:4]([C:5]3[C:10]([C:11](=[O:15])[NH:12]2)=[CH:9][CH:8]=[C:7]2[CH:16]=[CH:17][CH:18]=[CH:19][C:6]=32)=[C:3]2[CH:20]=[CH:21][CH:22]=[CH:23][C:2]=12.[Li]CCCC.[CH3:29][C:30]([O:33][C:34](O[C:34]([O:33][C:30]([CH3:32])([CH3:31])[CH3:29])=[O:35])=[O:35])([CH3:32])[CH3:31].[Cl-].[NH4+], predict the reaction product. The product is: [O:15]=[C:11]1[C:10]2[C:5](=[C:6]3[CH:19]=[CH:18][CH:17]=[CH:16][C:7]3=[CH:8][CH:9]=2)[C:4]2[C:13](=[CH:14][CH:1]=[C:2]3[CH:23]=[CH:22][CH:21]=[CH:20][C:3]3=2)[N:12]1[C:34]([O:33][C:30]([CH3:32])([CH3:31])[CH3:29])=[O:35]. (5) Given the reactants [CH3:1][N:2]([CH3:27])[CH2:3][CH2:4][O:5][C:6]1[CH:11]=[CH:10][C:9]([CH2:12][CH2:13][CH2:14][NH:15][C:16]2[CH:21]=[C:20]([CH3:22])[C:19]([CH3:23])=[CH:18][C:17]=2[N+:24]([O-])=O)=[CH:8][CH:7]=1.C(O)C.[H][H], predict the reaction product. The product is: [CH3:27][N:2]([CH3:1])[CH2:3][CH2:4][O:5][C:6]1[CH:7]=[CH:8][C:9]([CH2:12][CH2:13][CH2:14][NH:15][C:16]2[C:17]([NH2:24])=[CH:18][C:19]([CH3:23])=[C:20]([CH3:22])[CH:21]=2)=[CH:10][CH:11]=1. (6) Given the reactants [OH:1]OS([O-])=O.[K+].[CH3:7][C:8]([C:12]1[N:16]([CH2:17][CH:18]2[CH2:23][CH2:22][O:21][CH2:20][CH2:19]2)[C:15]2[CH:24]=[CH:25][C:26]([S:28]([N:31]3[CH:35]=[C:34]([CH:36]=[O:37])[CH:33]=[N:32]3)(=[O:30])=[O:29])=[CH:27][C:14]=2[N:13]=1)([CH3:11])[CH2:9][CH3:10], predict the reaction product. The product is: [CH3:11][C:8]([C:12]1[N:16]([CH2:17][CH:18]2[CH2:23][CH2:22][O:21][CH2:20][CH2:19]2)[C:15]2[CH:24]=[CH:25][C:26]([S:28]([N:31]3[CH:35]=[C:34]([C:36]([OH:1])=[O:37])[CH:33]=[N:32]3)(=[O:30])=[O:29])=[CH:27][C:14]=2[N:13]=1)([CH3:7])[CH2:9][CH3:10]. (7) Given the reactants C[O:2][C:3](=[O:32])[C:4]1[CH:9]=[CH:8][CH:7]=[C:6]([CH2:10][O:11][C:12]2[CH:17]=[CH:16][CH:15]=[C:14]([C:18]3[N:19]=[C:20]([CH:28]4[CH2:31][CH2:30][CH2:29]4)[N:21]4[CH:26]=[CH:25][N:24]=[C:23]([NH2:27])[C:22]=34)[CH:13]=2)[CH:5]=1.[OH-].[Na+], predict the reaction product. The product is: [NH2:27][C:23]1[C:22]2[N:21]([C:20]([CH:28]3[CH2:31][CH2:30][CH2:29]3)=[N:19][C:18]=2[C:14]2[CH:13]=[C:12]([CH:17]=[CH:16][CH:15]=2)[O:11][CH2:10][C:6]2[CH:5]=[C:4]([CH:9]=[CH:8][CH:7]=2)[C:3]([OH:32])=[O:2])[CH:26]=[CH:25][N:24]=1. (8) The product is: [N:19]1[NH:20][C:15](=[O:17])[C:11]2[CH:12]=[CH:13][CH:14]=[C:7]3[C:5]4[C:4](=[CH:3][CH:2]=[CH:1][CH:6]=4)[C:9]=1[C:8]=23. Given the reactants [CH:1]1[CH:6]=[C:5]2[C:7]3[CH:14]=[CH:13][CH:12]=[C:11]([C:15]([OH:17])=O)[C:8]=3[C:9](=O)[C:4]2=[CH:3][CH:2]=1.O.[NH2:19][NH2:20].Cl, predict the reaction product.